This data is from Forward reaction prediction with 1.9M reactions from USPTO patents (1976-2016). The task is: Predict the product of the given reaction. (1) Given the reactants [C:1]([NH:5][C:6]([C:8]1[C:16]2[C:11](=[N:12][CH:13]=[C:14]([C:17]3[C:25]4[CH2:24][CH2:23][CH2:22][CH2:21][C:20]=4[N:19]([CH3:26])[N:18]=3)[N:15]=2)[N:10](COCC[Si](C)(C)C)[CH:9]=1)=[O:7])([CH3:4])([CH3:3])[CH3:2].C(O)(C(F)(F)F)=O.C1CCCCC1, predict the reaction product. The product is: [C:1]([NH:5][C:6]([C:8]1[C:16]2[C:11](=[N:12][CH:13]=[C:14]([C:17]3[C:25]4[CH2:24][CH2:23][CH2:22][CH2:21][C:20]=4[N:19]([CH3:26])[N:18]=3)[N:15]=2)[NH:10][CH:9]=1)=[O:7])([CH3:4])([CH3:3])[CH3:2]. (2) Given the reactants CC1(C)C(C)(C)[O:5][B:4]([C:9]2[CH:14]=[CH:13][N:12]=[C:11](N3CCNCC3)[CH:10]=2)[O:3]1.Cl.CN(C)[CH2:25][CH2:26][CH2:27][N:28]=[C:29]=NCC.[OH:34]N1C2C=CC=CC=2N=N1.C1(N)CC1.C(N(CC)C(C)C)(C)C, predict the reaction product. The product is: [CH:27]1([NH:28][C:29]([C:11]2[CH:10]=[C:9]([B:4]([OH:3])[OH:5])[CH:14]=[CH:13][N:12]=2)=[O:34])[CH2:25][CH2:26]1.